Dataset: Forward reaction prediction with 1.9M reactions from USPTO patents (1976-2016). Task: Predict the product of the given reaction. (1) Given the reactants Cl[C:2]1[C:11]2[C:6](=[CH:7][CH:8]=[CH:9][CH:10]=2)[C:5]2=[N:12][N:13]=[C:14]([C:15]3[CH:20]=[CH:19][C:18]([O:21][CH3:22])=[CH:17][CH:16]=3)[N:4]2[N:3]=1.[CH3:23][O:24][C:25]1[CH:30]=[CH:29][C:28]([NH2:31])=[CH:27][CH:26]=1, predict the reaction product. The product is: [CH3:23][O:24][C:25]1[CH:30]=[CH:29][C:28]([NH:31][C:2]2[C:11]3[C:6](=[CH:7][CH:8]=[CH:9][CH:10]=3)[C:5]3=[N:12][N:13]=[C:14]([C:15]4[CH:20]=[CH:19][C:18]([O:21][CH3:22])=[CH:17][CH:16]=4)[N:4]3[N:3]=2)=[CH:27][CH:26]=1. (2) The product is: [Br:1][C:2]1[C:7]([O:8][CH2:12][C:11]([NH2:14])=[O:13])=[CH:6][CH:5]=[CH:4][N:3]=1. Given the reactants [Br:1][C:2]1[C:7]([OH:8])=[CH:6][CH:5]=[CH:4][N:3]=1.[H-].[Na+].[C:11]([NH2:14])(=[O:13])[CH3:12], predict the reaction product. (3) The product is: [C:43]1([CH2:6][CH2:7][CH2:2][CH2:3][CH2:4][CH2:5][CH2:41][CH2:42][NH:38][C:18]([C:5]2[CH:4]=[C:3]([C:21]3[CH:26]=[CH:25][CH:24]=[C:23]([C:27]([F:30])([F:28])[F:29])[CH:22]=3)[C:2]([NH2:1])=[C:7]([C:8]3[CH:13]=[CH:12][CH:11]=[C:10]([C:14]([F:15])([F:16])[F:17])[CH:9]=3)[CH:6]=2)=[O:19])[CH:44]=[CH:45][CH:46]=[CH:47][CH:48]=1. Given the reactants [NH2:1][C:2]1[C:7]([C:8]2[CH:13]=[CH:12][CH:11]=[C:10]([C:14]([F:17])([F:16])[F:15])[CH:9]=2)=[CH:6][C:5]([C:18](O)=[O:19])=[CH:4][C:3]=1[C:21]1[CH:26]=[CH:25][CH:24]=[C:23]([C:27]([F:30])([F:29])[F:28])[CH:22]=1.C([N:38]1[CH:42]=[CH:41]N=C1)(N1C=CN=C1)=O.[C:43]1(NCCCCCCCC)[CH:48]=[CH:47][CH:46]=[CH:45][CH:44]=1, predict the reaction product. (4) Given the reactants [CH:1]1([CH2:5][O:6][C:7]2[CH:15]=[CH:14][C:10]3[O:11][CH2:12][O:13][C:9]=3[C:8]=2[C:16]2[C:17]3[NH:24][CH:23]=[C:22]([C:25]([OH:27])=O)[C:18]=3[N:19]=[CH:20][N:21]=2)[CH2:4][CH2:3][CH2:2]1.Cl.[CH3:29][O:30][CH2:31][CH2:32][NH:33][C:34]([C@H:36]1[CH2:41][CH2:40][C@H:39]([NH2:42])[CH2:38][CH2:37]1)=[O:35], predict the reaction product. The product is: [CH3:29][O:30][CH2:31][CH2:32][NH:33][C:34]([C@H:36]1[CH2:37][CH2:38][C@H:39]([NH:42][C:25]([C:22]2[C:18]3[N:19]=[CH:20][N:21]=[C:16]([C:8]4[C:9]5[O:13][CH2:12][O:11][C:10]=5[CH:14]=[CH:15][C:7]=4[O:6][CH2:5][CH:1]4[CH2:4][CH2:3][CH2:2]4)[C:17]=3[NH:24][CH:23]=2)=[O:27])[CH2:40][CH2:41]1)=[O:35]. (5) Given the reactants [Br:1][C:2]1[CH:10]=[CH:9][CH:8]=[C:7]([CH3:11])[C:3]=1[C:4]([OH:6])=[O:5].ClC(Cl)(Cl)C(=N)O[C:16]([CH3:19])([CH3:18])[CH3:17], predict the reaction product. The product is: [Br:1][C:2]1[CH:10]=[CH:9][CH:8]=[C:7]([CH3:11])[C:3]=1[C:4]([O:6][C:16]([CH3:19])([CH3:18])[CH3:17])=[O:5].